From a dataset of Reaction yield outcomes from USPTO patents with 853,638 reactions. Predict the reaction yield, written as a fraction of the theoretical maximum amount of product (1.0 means a 100% yield; for example, 0.34 means a 34% yield). (1) The reactants are [NH2:1][C:2]1[C:3]([C:19]#[N:20])=[C:4]([CH:16]=[CH:17][CH:18]=1)[O:5][CH2:6][C:7]([CH3:15])([CH3:14])[C:8]([NH:10][CH2:11][CH2:12][CH3:13])=[O:9].[C:21]([N:29]=[C:30]=[O:31])(=[O:28])[C:22]1[CH:27]=[CH:26][CH:25]=[CH:24][CH:23]=1. No catalyst specified. The product is [C:19]([C:3]1[C:4]([O:5][CH2:6][C:7]([CH3:15])([CH3:14])[C:8](=[O:9])[NH:10][CH2:11][CH2:12][CH3:13])=[CH:16][CH:17]=[CH:18][C:2]=1[NH:1][C:30]([NH:29][C:21](=[O:28])[C:22]1[CH:23]=[CH:24][CH:25]=[CH:26][CH:27]=1)=[O:31])#[N:20]. The yield is 0.850. (2) The reactants are Cl[CH2:2][C:3](Cl)=[O:4].[N+:6]([C:9]1[CH:14]=[CH:13][C:12]([OH:15])=[C:11]([NH2:16])[CH:10]=1)([O-:8])=[O:7].C([O-])(O)=O.[Na+]. The catalyst is [Cl-].C([N+](C)(C)C)C1C=CC=CC=1.C(Cl)(Cl)Cl. The product is [N+:6]([C:9]1[CH:14]=[CH:13][C:12]2[O:15][CH2:2][C:3](=[O:4])[NH:16][C:11]=2[CH:10]=1)([O-:8])=[O:7]. The yield is 0.410. (3) The reactants are Br[C:2]1[CH:7]=[C:6]([F:8])[CH:5]=[C:4]([Br:9])[CH:3]=1.CC1(C)C(C)(C)OB([C:18]2[CH:19]=[N:20][CH:21]=[CH:22][CH:23]=2)O1.C([O-])([O-])=O.[K+].[K+]. The catalyst is C1C=CC([P]([Pd]([P](C2C=CC=CC=2)(C2C=CC=CC=2)C2C=CC=CC=2)([P](C2C=CC=CC=2)(C2C=CC=CC=2)C2C=CC=CC=2)[P](C2C=CC=CC=2)(C2C=CC=CC=2)C2C=CC=CC=2)(C2C=CC=CC=2)C2C=CC=CC=2)=CC=1. The product is [Br:9][C:4]1[CH:3]=[C:2]([C:18]2[CH:19]=[N:20][CH:21]=[CH:22][CH:23]=2)[CH:7]=[C:6]([F:8])[CH:5]=1. The yield is 0.500. (4) The reactants are Br[C:2]1[NH:3][C:4]2[C:9]([C:10]=1[C@@H:11]1[CH2:16][CH2:15][CH2:14][CH2:13][C@H:12]1[F:17])=[CH:8][CH:7]=[C:6]([C:18]([O:20][CH3:21])=[O:19])[CH:5]=2.C([O-])([O-])=O.[Na+].[Na+].[CH2:28]([O:35][C:36]1[CH:41]=[C:40]([O:42][S:43]([C:46]2[CH:51]=[CH:50][C:49]([CH3:52])=[CH:48][CH:47]=2)(=[O:45])=[O:44])[CH:39]=[CH:38][C:37]=1B(O)O)[C:29]1[CH:34]=[CH:33][CH:32]=[CH:31][CH:30]=1. The catalyst is O1CCOCC1.CCOC(C)=O.Cl[Pd](Cl)([P](C1C=CC=CC=1)(C1C=CC=CC=1)C1C=CC=CC=1)[P](C1C=CC=CC=1)(C1C=CC=CC=1)C1C=CC=CC=1. The product is [CH2:28]([O:35][C:36]1[CH:41]=[C:40]([O:42][S:43]([C:46]2[CH:47]=[CH:48][C:49]([CH3:52])=[CH:50][CH:51]=2)(=[O:45])=[O:44])[CH:39]=[CH:38][C:37]=1[C:2]1[NH:3][C:4]2[C:9]([C:10]=1[C@@H:11]1[CH2:16][CH2:15][CH2:14][CH2:13][C@H:12]1[F:17])=[CH:8][CH:7]=[C:6]([C:18]([O:20][CH3:21])=[O:19])[CH:5]=2)[C:29]1[CH:30]=[CH:31][CH:32]=[CH:33][CH:34]=1. The yield is 0.760. (5) The reactants are [F:1][C:2]1[CH:3]=[C:4]([NH2:28])[CH:5]=[CH:6][C:7]=1[O:8][C:9]1[CH:14]=[CH:13][N:12]=[C:11]2[CH:15]=[C:16]([C:18]#[C:19][CH2:20][N:21]3[CH2:26][CH2:25][N:24]([CH3:27])[CH2:23][CH2:22]3)[S:17][C:10]=12.[F:29][C:30]1[CH:35]=[CH:34][C:33]([N:36]2[CH2:40][CH2:39][CH:38]([C:41](O)=[O:42])[C:37]2=[O:44])=[CH:32][CH:31]=1. No catalyst specified. The product is [F:1][C:2]1[CH:3]=[C:4]([NH:28][C:41]([CH:38]2[CH2:39][CH2:40][N:36]([C:33]3[CH:34]=[CH:35][C:30]([F:29])=[CH:31][CH:32]=3)[C:37]2=[O:44])=[O:42])[CH:5]=[CH:6][C:7]=1[O:8][C:9]1[CH:14]=[CH:13][N:12]=[C:11]2[CH:15]=[C:16]([C:18]#[C:19][CH2:20][N:21]3[CH2:22][CH2:23][N:24]([CH3:27])[CH2:25][CH2:26]3)[S:17][C:10]=12. The yield is 0.310. (6) The reactants are F[C:2]1[CH:9]=[CH:8][C:5]([CH:6]=[O:7])=[CH:4][CH:3]=1.[Br:10][C:11]1[CH:16]=[CH:15][C:14]([OH:17])=[CH:13][C:12]=1[CH2:18][OH:19].C([O-])([O-])=O.[K+].[K+].CCOC(C)=O. The catalyst is CN(C=O)C.O. The product is [Br:10][C:11]1[CH:16]=[CH:15][C:14]([O:17][C:2]2[CH:9]=[CH:8][C:5]([CH:6]=[O:7])=[CH:4][CH:3]=2)=[CH:13][C:12]=1[CH2:18][OH:19]. The yield is 0.990.